This data is from Full USPTO retrosynthesis dataset with 1.9M reactions from patents (1976-2016). The task is: Predict the reactants needed to synthesize the given product. (1) The reactants are: [CH2:1]([O:3][C:4]1[CH:5]=[C:6]([CH:9]=[CH:10][C:11]=1[OH:12])[CH:7]=[O:8])[CH3:2].Br[CH2:14][CH:15]=[C:16]([CH3:18])[CH3:17].C([O-])([O-])=O.[K+].[K+].C(OC1C=C(C=CC=1C)C=O)C. Given the product [CH2:1]([O:3][C:4]1[CH:5]=[C:6]([CH:9]=[CH:10][C:11]=1[O:12][CH2:14][CH:15]=[C:16]([CH3:18])[CH3:17])[CH:7]=[O:8])[CH3:2], predict the reactants needed to synthesize it. (2) Given the product [CH3:30][O:31][C:32]1[CH:33]=[C:34]([NH:35][C:2]2[C:3]3[NH:20][N:19]=[CH:18][C:4]=3[N:5]=[C:6]([C:8]3[CH:9]=[C:10]([S:14]([NH2:17])(=[O:15])=[O:16])[CH:11]=[CH:12][CH:13]=3)[N:7]=2)[CH:36]=[CH:37][C:38]=1[N:39]1[CH2:44][CH2:43][O:42][CH2:41][CH2:40]1, predict the reactants needed to synthesize it. The reactants are: Cl[C:2]1[C:3]2[C:4](=[CH:18][N:19](CC3C=CC(OC)=CC=3)[N:20]=2)[N:5]=[C:6]([C:8]2[CH:9]=[C:10]([S:14]([NH2:17])(=[O:16])=[O:15])[CH:11]=[CH:12][CH:13]=2)[N:7]=1.[CH3:30][O:31][C:32]1[CH:33]=[C:34]([CH:36]=[CH:37][C:38]=1[N:39]1[CH2:44][CH2:43][O:42][CH2:41][CH2:40]1)[NH2:35].Cl.